From a dataset of Full USPTO retrosynthesis dataset with 1.9M reactions from patents (1976-2016). Predict the reactants needed to synthesize the given product. (1) The reactants are: [Br:1][C:2]1[CH:3]=[C:4]2[C:10]3([CH2:14][CH2:13][N:12](C(OC(C)(C)C)=O)[CH2:11]3)[CH2:9][N:8]([C:22](=[O:30])[NH:23][C:24]3[S:25][C:26]([Cl:29])=[CH:27][N:28]=3)[C:5]2=[CH:6][CH:7]=1.FC(F)(F)C(O)=O.C(=O)([O-])O.[Na+]. Given the product [Br:1][C:2]1[CH:3]=[C:4]2[C:10]3([CH2:14][CH2:13][NH:12][CH2:11]3)[CH2:9][N:8]([C:22]([NH:23][C:24]3[S:25][C:26]([Cl:29])=[CH:27][N:28]=3)=[O:30])[C:5]2=[CH:6][CH:7]=1, predict the reactants needed to synthesize it. (2) The reactants are: [CH2:1]([C:8]1[CH:13]=[CH:12][N:11]=[CH:10][CH:9]=1)[C:2]1[CH:7]=[CH:6][CH:5]=[CH:4][CH:3]=1.[NH2-:14].[Na+].CC1C=CC(C(C)C)=CC=1.Cl. Given the product [CH2:1]([C:8]1[CH:13]=[CH:12][N:11]=[C:10]([NH2:14])[CH:9]=1)[C:2]1[CH:3]=[CH:4][CH:5]=[CH:6][CH:7]=1, predict the reactants needed to synthesize it. (3) Given the product [CH2:1]([C:3]1[N:4]([C:28]2[CH:33]=[CH:32][C:31]([O:34][CH:40]3[CH2:39][CH2:38][O:37][CH:36]([CH3:35])[CH2:41]3)=[CH:30][CH:29]=2)[C:5](=[O:27])[C:6]([CH2:12][C:13]2[CH:18]=[CH:17][C:16]([C:19]3[CH:24]=[CH:23][CH:22]=[CH:21][C:20]=3[C:25]3[NH:63][C:64](=[O:65])[O:66][N:26]=3)=[CH:15][CH:14]=2)=[C:7]([CH2:9][CH2:10][CH3:11])[N:8]=1)[CH3:2], predict the reactants needed to synthesize it. The reactants are: [CH2:1]([C:3]1[N:4]([C:28]2[CH:33]=[CH:32][C:31]([OH:34])=[CH:30][CH:29]=2)[C:5](=[O:27])[C:6]([CH2:12][C:13]2[CH:18]=[CH:17][C:16]([C:19]3[C:20]([C:25]#[N:26])=[CH:21][CH:22]=[CH:23][CH:24]=3)=[CH:15][CH:14]=2)=[C:7]([CH2:9][CH2:10][CH3:11])[N:8]=1)[CH3:2].[CH3:35][CH:36]1[CH2:41][CH:40](O)[CH2:39][CH2:38][O:37]1.C1(P(C2C=CC=CC=2)C2C=CC=CC=2)C=CC=CC=1.[N:63]([C:64]([O:66]C(C)C)=[O:65])=[N:63][C:64]([O:66]C(C)C)=[O:65]. (4) The reactants are: [I:1][C:2]1[CH:8]=[CH:7][C:5]([NH2:6])=[CH:4][C:3]=1[CH3:9].CCCCCC.C(O[CH:19]=[C:20]([C:26]([O:28][CH2:29][CH3:30])=[O:27])[C:21]([O:23][CH2:24][CH3:25])=[O:22])C. Given the product [I:1][C:2]1[CH:8]=[CH:7][C:5]([NH:6][CH:19]=[C:20]([C:21]([O:23][CH2:24][CH3:25])=[O:22])[C:26]([O:28][CH2:29][CH3:30])=[O:27])=[CH:4][C:3]=1[CH3:9], predict the reactants needed to synthesize it. (5) Given the product [Cl:13][C:10]1[CH:11]=[CH:12][C:7]([CH:23]=[O:24])=[C:8]([C:14]2([CH3:19])[O:18][CH2:17][CH2:16][O:15]2)[CH:9]=1, predict the reactants needed to synthesize it. The reactants are: C([Li])CCC.Br[C:7]1[CH:12]=[CH:11][C:10]([Cl:13])=[CH:9][C:8]=1[C:14]1([CH3:19])[O:18][CH2:17][CH2:16][O:15]1.CN([CH:23]=[O:24])C.